Binary Classification. Given a drug SMILES string, predict its activity (active/inactive) in a high-throughput screening assay against a specified biological target. From a dataset of In vitro SARS-CoV-2 activity screen of 1,480 approved drugs from Prestwick library. (1) The molecule is Cc1nc2n(c(=O)c1CCN1CCC(c3noc4cc(F)ccc34)CC1)CCCC2. The result is 0 (inactive). (2) The result is 0 (inactive). The drug is CSc1ccc2c(c1)N(CCC1CCCCN1C)c1ccccc1S2.Cl. (3) The drug is O=C([O-])c1ccccc1Nc1cc(Cl)ccc1C(=O)[O-].[Na+].[Na+]. The result is 0 (inactive). (4) The molecule is Clc1ccc(COC(Cn2ccnc2)c2ccc(Cl)cc2Cl)cc1.O=[N+]([O-])O. The result is 0 (inactive).